This data is from Catalyst prediction with 721,799 reactions and 888 catalyst types from USPTO. The task is: Predict which catalyst facilitates the given reaction. The catalyst class is: 1. Reactant: [CH:1]1[C:13]2[CH:12]([N:14]3[CH:19]=[CH:18][CH:17]=[C:16]([C:20]([O:22]C)=[O:21])[C:15]3=[O:24])[C:11]3[C:6](=[CH:7][CH:8]=[CH:9][CH:10]=3)[C:5]=2[CH:4]=[CH:3][CH:2]=1.[OH-].[Na+]. Product: [CH:10]1[C:11]2[CH:12]([N:14]3[CH:19]=[CH:18][CH:17]=[C:16]([C:20]([OH:22])=[O:21])[C:15]3=[O:24])[C:13]3[C:5](=[CH:4][CH:3]=[CH:2][CH:1]=3)[C:6]=2[CH:7]=[CH:8][CH:9]=1.